From a dataset of Forward reaction prediction with 1.9M reactions from USPTO patents (1976-2016). Predict the product of the given reaction. (1) The product is: [Cl:14][CH2:13][CH2:12][C:7]1[N:8]=[N:9][C:10]2[C:5]([CH:6]=1)=[CH:4][CH:3]=[C:2]([C:21]1[CH:22]=[CH:23][C:18]([C:16]#[N:17])=[CH:19][CH:20]=1)[CH:11]=2. Given the reactants Br[C:2]1[CH:11]=[C:10]2[C:5]([C:6](Cl)=[C:7]([CH2:12][CH2:13][Cl:14])[N:8]=[N:9]2)=[CH:4][CH:3]=1.[C:16]([C:18]1[CH:23]=[CH:22][C:21](B(O)O)=[CH:20][CH:19]=1)#[N:17].C([O-])([O-])=O.[Na+].[Na+].N, predict the reaction product. (2) Given the reactants C(N(CC)CC)C.S(=O)(=O)(O)O.[CH3:13][NH:14][NH2:15].[CH3:16][O:17][C:18](=[O:25])[C:19]#[C:20][C:21](OC)=[O:22], predict the reaction product. The product is: [OH:22][C:21]1[CH:20]=[C:19]([C:18]([O:17][CH3:16])=[O:25])[N:14]([CH3:13])[N:15]=1. (3) Given the reactants [Cl:1][C:2]1[CH:3]=[N:4][N:5]([CH3:10])[C:6]=1[C:7](O)=[O:8].ClC(N(C)C)=C(C)C.[NH:19]1[C:27]2[C:22](=[C:23]([C:28]3[CH:29]=[C:30]([NH2:37])[C:31]4[CH:32]=[N:33][NH:34][C:35]=4[CH:36]=3)[CH:24]=[CH:25][CH:26]=2)[CH:21]=[CH:20]1.C(N(CC)CC)C, predict the reaction product. The product is: [Cl:1][C:2]1[CH:3]=[N:4][N:5]([CH3:10])[C:6]=1[C:7]([NH:37][C:30]1[CH:29]=[C:28]([C:23]2[CH:24]=[CH:25][CH:26]=[C:27]3[C:22]=2[CH:21]=[CH:20][NH:19]3)[CH:36]=[C:35]2[C:31]=1[CH:32]=[N:33][NH:34]2)=[O:8].